From a dataset of Forward reaction prediction with 1.9M reactions from USPTO patents (1976-2016). Predict the product of the given reaction. (1) Given the reactants [C:1]([NH:4][C@:5]1([C@@H:60]([CH2:62][CH3:63])[CH3:61])[CH2:9][CH2:8][N:7]([C@@H:10]([CH2:51][CH2:52][C:53]2[CH:58]=[CH:57][CH:56]=[CH:55][CH:54]=2)[C:11]([NH:13][C@@H:14]([CH2:42][C:43]2[CH:48]=[C:47]([F:49])[CH:46]=[C:45]([F:50])[CH:44]=2)[C@@H:15]([C@H:17]2[CH2:21][C@H:20]([O:22][C:23]3[CH:28]=[CH:27][CH:26]=[CH:25]C=3)[CH2:19][N:18]2C(C2C=CC=CC=2)C2C=CC=CC=2)[OH:16])=[O:12])[C:6]1=[O:59])(=[O:3])[CH3:2].C([NH:67][C@]1([C@@H](CC)C)CCN([C@@H](CCC2C=CC=CC=2)C(N[C@@H](CC2C=C(F)C=C(F)C=2)[C@@H]([C@H]2C[C@H](OC3C=CC=CN=3)CN2C(C2C=CC=CC=2)C2C=CC=CC=2)O)=O)C1=O)(=O)C.C(N[C@]1([C@@H](CC)C)CCN([C@@H](CCC2C=CC=CC=2)C(O)=O)C1=O)(=O)C.CN(C(ON1N=NC2C=CC=NC1=2)=[N+](C)C)C.F[P-](F)(F)(F)(F)F.N[C@@H](CC1C=C(F)C=C(F)C=1)[C@@H]([C@H]1C[C@H](OC2C=CC=CN=2)CN1C(C1C=CC=CC=1)C1C=CC=CC=1)O.CN1CCOCC1, predict the reaction product. The product is: [C:1]([NH:4][C@:5]1([C@@H:60]([CH2:62][CH3:63])[CH3:61])[CH2:9][CH2:8][N:7]([C@@H:10]([CH2:51][CH2:52][C:53]2[CH:58]=[CH:57][CH:56]=[CH:55][CH:54]=2)[C:11]([NH:13][C@@H:14]([CH2:42][C:43]2[CH:48]=[C:47]([F:49])[CH:46]=[C:45]([F:50])[CH:44]=2)[C@H:15]([OH:16])[C@H:17]2[CH2:21][C@H:20]([O:22][C:23]3[CH:28]=[CH:27][CH:26]=[CH:25][N:67]=3)[CH2:19][NH:18]2)=[O:12])[C:6]1=[O:59])(=[O:3])[CH3:2]. (2) Given the reactants CS[C:3]1[N:8]=[C:7]([C:9]2[N:13]3[CH:14]=[CH:15][CH:16]=[CH:17][C:12]3=[N:11][CH:10]=2)[CH:6]=[CH:5][N:4]=1.[NH2:18][C:19]1[CH:20]=[C:21]([CH:30]=[CH:31][CH:32]=1)[C:22]([C:24]1[CH:29]=[CH:28][CH:27]=[CH:26][CH:25]=1)=[O:23].[H-].[Na+], predict the reaction product. The product is: [C:22]([C:21]1[CH:20]=[C:19]([CH:32]=[CH:31][CH:30]=1)[NH:18][C:3]1[N:8]=[C:7]([C:9]2[N:13]3[CH:14]=[CH:15][CH:16]=[CH:17][C:12]3=[N:11][CH:10]=2)[CH:6]=[CH:5][N:4]=1)(=[O:23])[C:24]1[CH:25]=[CH:26][CH:27]=[CH:28][CH:29]=1. (3) Given the reactants O1CCCCC1[N:7]1[C:15]2[C:10](=[CH:11][C:12]([C:16]3[N:20]=[CH:19][N:18](C(C4C=CC=CC=4)(C4C=CC=CC=4)C4C=CC=CC=4)[N:17]=3)=[CH:13][CH:14]=2)[C:9]([C:40]2[CH:45]=[CH:44][C:43]([NH2:46])=[CH:42][CH:41]=2)=[N:8]1.[CH3:47][O:48][CH2:49][C:50](Cl)=[O:51].C(N(CC)CC)C, predict the reaction product. The product is: [NH:18]1[CH:19]=[N:20][C:16]([C:12]2[CH:11]=[C:10]3[C:15](=[CH:14][CH:13]=2)[NH:7][N:8]=[C:9]3[C:40]2[CH:45]=[CH:44][C:43]([NH:46][C:50](=[O:51])[CH2:49][O:48][CH3:47])=[CH:42][CH:41]=2)=[N:17]1. (4) Given the reactants [CH2:1]([C:5]1[NH:10][C:9](=[O:11])[CH:8]=[C:7]([CH:12]2[CH2:14][CH2:13]2)[N:6]=1)[CH2:2][CH2:3][CH3:4].Br[CH2:16][C:17]1[CH:22]=[CH:21][C:20]([C:23]2[C:24]([C:29]#[N:30])=[CH:25][CH:26]=[CH:27][CH:28]=2)=[CH:19][CH:18]=1.C(=O)([O-])[O-].[K+].[K+], predict the reaction product. The product is: [CH2:1]([C:5]1[N:10]([CH2:16][C:17]2[CH:18]=[CH:19][C:20]([C:23]3[C:24]([C:29]#[N:30])=[CH:25][CH:26]=[CH:27][CH:28]=3)=[CH:21][CH:22]=2)[C:9](=[O:11])[CH:8]=[C:7]([CH:12]2[CH2:14][CH2:13]2)[N:6]=1)[CH2:2][CH2:3][CH3:4]. (5) Given the reactants [Cl:1][C:2]1[CH:3]=[CH:4][C:5](CC(C)(C)C(N)=O)=[N:6][CH:7]=1.[C:15]([Li])([CH3:18])([CH3:17])[CH3:16].C[N:21](C)[CH:22]=[O:23].[O:25]1CCC[CH2:26]1, predict the reaction product. The product is: [Cl:1][C:2]1[CH:3]=[C:4]([CH:26]=[O:25])[C:5]([NH:21][C:22](=[O:23])[C:15]([CH3:18])([CH3:17])[CH3:16])=[N:6][CH:7]=1. (6) Given the reactants [CH3:1][O:2][CH2:3][C:4]([C:6]1[CH:11]=[CH:10][C:9]([C:12]([F:15])([F:14])[F:13])=[CH:8][CH:7]=1)=O.Cl.[NH2:17][OH:18].C(N(CC)CC)C, predict the reaction product. The product is: [OH:18][N:17]=[C:4]([C:6]1[CH:11]=[CH:10][C:9]([C:12]([F:15])([F:14])[F:13])=[CH:8][CH:7]=1)[CH2:3][O:2][CH3:1]. (7) Given the reactants Cl[C:2]1[CH:9]=[CH:8][C:5]([C:6]#[N:7])=[CH:4][CH:3]=1.[CH3:10][C:11]([OH:15])([C:13]#[CH:14])[CH3:12], predict the reaction product. The product is: [C:6]([C:5]1[CH:8]=[CH:9][C:2]([C:14]#[C:13][C:11]([CH3:12])([OH:15])[CH3:10])=[CH:3][CH:4]=1)#[N:7]. (8) Given the reactants [O:1]=[C:2]1[NH:6][CH2:5][CH2:4][N:3]1[C:7]1[S:8][C:9]([C:12]([O:14][CH3:15])=[O:13])=[CH:10][N:11]=1.[H-].[Na+].Br[CH2:19][CH:20]1[CH2:22][CH2:21]1, predict the reaction product. The product is: [CH:20]1([CH2:19][N:6]2[CH2:5][CH2:4][N:3]([C:7]3[S:8][C:9]([C:12]([O:14][CH3:15])=[O:13])=[CH:10][N:11]=3)[C:2]2=[O:1])[CH2:22][CH2:21]1.